Dataset: Forward reaction prediction with 1.9M reactions from USPTO patents (1976-2016). Task: Predict the product of the given reaction. The product is: [C:9]([O:13][C:14](=[O:15])[NH:7][C:5]1[S:6][C:2]([Br:1])=[C:3]([CH3:8])[N:4]=1)([CH3:12])([CH3:11])[CH3:10]. Given the reactants [Br:1][C:2]1[S:6][C:5]([NH2:7])=[N:4][C:3]=1[CH3:8].[C:9]([O:13][C:14](O[C:14]([O:13][C:9]([CH3:12])([CH3:11])[CH3:10])=[O:15])=[O:15])([CH3:12])([CH3:11])[CH3:10], predict the reaction product.